From a dataset of Reaction yield outcomes from USPTO patents with 853,638 reactions. Predict the reaction yield, written as a fraction of the theoretical maximum amount of product (1.0 means a 100% yield; for example, 0.34 means a 34% yield). (1) The reactants are [F:1][C:2]([F:18])([F:17])[C:3]1[CH:4]=[C:5]([CH2:13][CH2:14][CH2:15]O)[CH:6]=[C:7]([C:9]([F:12])([F:11])[F:10])[CH:8]=1.C(Br)(Br)(Br)[Br:20].C1(P(C2C=CC=CC=2)C2C=CC=CC=2)C=CC=CC=1. The catalyst is C(Cl)Cl.CCCCC.C([O-])(O)=O.[Na+]. The product is [F:1][C:2]([F:18])([F:17])[C:3]1[CH:4]=[C:5]([CH2:13][CH2:14][CH2:15][Br:20])[CH:6]=[C:7]([C:9]([F:12])([F:11])[F:10])[CH:8]=1. The yield is 0.740. (2) The reactants are [O:1]=[C:2]1[N:6]([C:7]2[CH:14]=[CH:13][C:10]([C:11]#[N:12])=[C:9]([C:15]([F:18])([F:17])[F:16])[CH:8]=2)[C@@H:5]2[CH2:19][CH2:20][CH2:21][CH2:22][C@H:4]2[NH:3]1.[H-].[Na+].CS(O[CH2:30][C:31]1[CH:32]=[N:33][C:34]([Cl:37])=[CH:35][CH:36]=1)(=O)=O. The catalyst is CN(C=O)C. The product is [Cl:37][C:34]1[N:33]=[CH:32][C:31]([CH2:30][N:3]2[C@@H:4]3[CH2:22][CH2:21][CH2:20][CH2:19][C@H:5]3[N:6]([C:7]3[CH:14]=[CH:13][C:10]([C:11]#[N:12])=[C:9]([C:15]([F:18])([F:16])[F:17])[CH:8]=3)[C:2]2=[O:1])=[CH:36][CH:35]=1. The yield is 0.160. (3) The reactants are [C:1]([O:5][C:6]([N:8]1[CH2:12][CH2:11][CH2:10][CH:9]1[C:13]1[NH:17][C:16]2[CH:18]=[C:19](Br)[CH:20]=[CH:21][C:15]=2[N:14]=1)=[O:7])([CH3:4])([CH3:3])[CH3:2].[C:23]([O:27][C:28]([N:30]1[CH2:34][CH2:33][CH2:32][CH:31]1[C:35]1[NH:39][C:38]2[CH:40]=[C:41](B3OC(C)(C)C(C)(C)O3)[CH:42]=[CH:43][C:37]=2[N:36]=1)=[O:29])([CH3:26])([CH3:25])[CH3:24].C(=O)([O-])[O-].[K+].[K+]. The catalyst is COCCOC.O.C(OCC)(=O)C.C1C=CC([P]([Pd]([P](C2C=CC=CC=2)(C2C=CC=CC=2)C2C=CC=CC=2)([P](C2C=CC=CC=2)(C2C=CC=CC=2)C2C=CC=CC=2)[P](C2C=CC=CC=2)(C2C=CC=CC=2)C2C=CC=CC=2)(C2C=CC=CC=2)C2C=CC=CC=2)=CC=1. The product is [C:1]([O:5][C:6]([N:8]1[CH2:12][CH2:11][CH2:10][CH:9]1[C:13]1[NH:17][C:16]2[CH:18]=[C:19]([C:41]3[CH:42]=[CH:43][C:37]4[N:36]=[C:35]([CH:31]5[CH2:32][CH2:33][CH2:34][N:30]5[C:28]([O:27][C:23]([CH3:24])([CH3:25])[CH3:26])=[O:29])[NH:39][C:38]=4[CH:40]=3)[CH:20]=[CH:21][C:15]=2[N:14]=1)=[O:7])([CH3:4])([CH3:3])[CH3:2]. The yield is 0.150. (4) The reactants are [CH3:1][O:2][C:3]1[CH:4]=[C:5]2[C:10](=[C:11]3[CH2:15][C:14]([CH3:17])([CH3:16])[O:13][C:12]=13)[C:9]([C:18]1[CH:19]=[C:20]([NH2:24])[CH:21]=[CH:22][CH:23]=1)=[N:8][C:7]([CH3:26])([CH3:25])[CH2:6]2.[C:27]1(=O)[O:32][C:30](=[O:31])[C:29]2=[CH:33][CH:34]=[CH:35][CH:36]=[C:28]12. The catalyst is C1(C)C(C)=CC=CC=1.C(OCC)(=O)C. The product is [CH3:1][O:2][C:3]1[CH:4]=[C:5]2[C:10](=[C:11]3[CH2:15][C:14]([CH3:17])([CH3:16])[O:13][C:12]=13)[C:9]([C:18]1[CH:19]=[C:20]([N:24]3[C:30](=[O:31])[C:29]4[C:28](=[CH:36][CH:35]=[CH:34][CH:33]=4)[C:27]3=[O:32])[CH:21]=[CH:22][CH:23]=1)=[N:8][C:7]([CH3:26])([CH3:25])[CH2:6]2. The yield is 0.650. (5) The reactants are [CH3:1][C:2]1[CH:3]=[CH:4][C:5]([C:8]2[CH:13]=[CH:12][NH:11][C:10](=[O:14])[CH:9]=2)=[N:6][CH:7]=1.Br[C:16]1[CH:17]=[CH:18][C:19]2[C:20]3[CH2:29][N:28]([C:30]([O:32][C:33]([CH3:36])([CH3:35])[CH3:34])=[O:31])[CH2:27][CH2:26][C:21]=3[N:22]([CH3:25])[C:23]=2[CH:24]=1. No catalyst specified. The product is [CH3:25][N:22]1[C:23]2[CH:24]=[C:16]([N:11]3[CH:12]=[CH:13][C:8]([C:5]4[CH:4]=[CH:3][C:2]([CH3:1])=[CH:7][N:6]=4)=[CH:9][C:10]3=[O:14])[CH:17]=[CH:18][C:19]=2[C:20]2[CH2:29][N:28]([C:30]([O:32][C:33]([CH3:36])([CH3:35])[CH3:34])=[O:31])[CH2:27][CH2:26][C:21]1=2. The yield is 0.640. (6) The reactants are [CH3:1][O:2][CH2:3][CH2:4][CH2:5][O:6][C:7]1[CH:8]=[C:9]([CH:27]=[CH:28][C:29]=1[O:30][CH3:31])[CH2:10][C@H:11]([CH:24]([CH3:26])[CH3:25])[CH2:12][CH:13]([NH:16][C:17](=[O:23])[O:18][C:19]([CH3:22])([CH3:21])[CH3:20])[CH2:14][OH:15].C(N(CC)CC)C. The catalyst is CS(C)=O. The product is [CH3:1][O:2][CH2:3][CH2:4][CH2:5][O:6][C:7]1[CH:8]=[C:9]([CH:27]=[CH:28][C:29]=1[O:30][CH3:31])[CH2:10][C@H:11]([CH:24]([CH3:26])[CH3:25])[CH2:12][CH:13]([NH:16][C:17](=[O:23])[O:18][C:19]([CH3:22])([CH3:21])[CH3:20])[CH:14]=[O:15]. The yield is 0.980.